This data is from Experimentally validated miRNA-target interactions with 360,000+ pairs, plus equal number of negative samples. The task is: Binary Classification. Given a miRNA mature sequence and a target amino acid sequence, predict their likelihood of interaction. (1) The miRNA is hsa-miR-6806-5p with sequence UGUAGGCAUGAGGCAGGGCCCAGG. The protein sequence of the target gene is MGRITEDLIRRNAEHNDCVIFSLEELSLHQQEIERLEHIDKWCRDLKILYLQNNLIGKIENVSKLKKLEYLNLALNNIERIENLEGCEWLTKLDLTVNFIGELSSVKTLTHNIHLKELFLMGNPCADFDGYRQFVVVTLQQLKWLDGKEIERSERIQALQNYTSVEQQIREQEKAYCLRRAKEKEEAQRKLEEENESEDKKKSSTGFDGHWYTDIHTACPSATENQDYPQVPETQEEQHNTKESDDIEDDLAFWNKPSLFTPESRLETLRHMEKQRKAQDKLSEKKKKAKPPRTLITEDG.... Result: 0 (no interaction). (2) The miRNA is hsa-miR-3170 with sequence CUGGGGUUCUGAGACAGACAGU. The protein sequence of the target gene is MRQKHYLEAAARGLHDSCPGQARYLLWAYTSSHDDKSTFEETCPYCFQLLVLDNSRVRLKPKARLTPKIQKLLNREARNYTLSFKEAKMVKKFKDSKSVLLITCKTCNRTVKHHGKSRSFVSTLKSNPATPTSKLSLKTPERRTANPNHDMSGSKGKSPASVFRTPTSGQSVSTCSSKNTSKTKKHFSQLKMLLSQNESQKIPKVDFRNFLSSLKGGLLK. Result: 0 (no interaction). (3) The miRNA is hsa-miR-4697-3p with sequence UGUCAGUGACUCCUGCCCCUUGGU. The protein sequence of the target gene is MMLGTEGGEGFVVKVRGLPWSCSADEVQRFFSDCKIQNGAQGIRFIYTREGRPSGEAFVELESEDEVKLALKKDRETMGHRYVEVFKSNNVEMDWVLKHTGPNSPDTANDGFVRLRGLPFGCSKEEIVQFFSGLEIVPNGITLPVDFQGRSTGEAFVQFASQEIAEKALKKHKERIGHRYIEIFKSSRAEVRTHYDPPRKLMAMQRPGPYDRPGAGRGYNSIGRGAGFERMRRGAYGGGYGGYDDYNGYNDGYGFGSDRFGRDLNYCFSGMSDHRYGDGGSTFQSTTGHCVHMRGLPYRA.... Result: 1 (interaction). (4) The miRNA is hsa-miR-181b-3p with sequence CUCACUGAACAAUGAAUGCAA. The protein sequence of the target gene is MCSSVAAKLWFLTDRRIREDYPQKEILRALKAKCCEEELDFRAVVMDEVVLTIEQGNLGLRINGELITAYPQVVVVRVPTPWVQSDSDITVLRHLEKMGCRLMNRPQAILNCVNKFWTFQELAGHGVPLPDTFSYGGHENFAKMIDEAEVLEFPMVVKNTRGHRGKAVFLARDKHHLADLSHLIRHEAPYLFQKYVKESHGRDVRVIVVGGRVVGTMLRCSTDGRMQSNCSLGGVGMMCSLSEQGKQLAIQVSNILGMDVCGIDLLMKDDGSFCVCEANANVGFIAFDKACNLDVAGIIA.... Result: 1 (interaction). (5) The miRNA is mmu-miR-219a-5p with sequence UGAUUGUCCAAACGCAAUUCU. The protein sequence of the target gene is MFAKGKGSAVPSDGQAREKLALYVYEYLLHVGAQKSAQTFLSEIRWEKNITLGEPPGFLHSWWCVFWDLYCAAPERRDTCEHSSEAKAFHDYSAAAAPSPVLGNIPPNDGMPGGPIPPGFFQGPPGSQPSPHAQPPPHNPSSMMGPHSQPFMSPRYAGGPRPPIRMGNQPPGGVPGTQPLLPNSMDPTRQQGHPNMGGSMQRMNPPRGMGPMGPGPQNYGSGMRPPPNSLGPAMPGINMGPGAGRPWPNPNSANSIPYSSSSPGTYVGPPGGGGPPGTPIMPSPADSTNSSDNIYTMINP.... Result: 0 (no interaction).